This data is from Forward reaction prediction with 1.9M reactions from USPTO patents (1976-2016). The task is: Predict the product of the given reaction. (1) The product is: [CH:1]1([C:4]2[N:5]([CH2:29][C:30]3[CH:35]=[CH:34][C:33]([C:36]([F:38])([F:39])[F:37])=[CH:32][CH:31]=3)[C:6]([C:15]([NH:17][CH2:18][C:19]3[CH:20]=[CH:21][C:22]([C:23]([OH:25])=[O:24])=[CH:27][CH:28]=3)=[O:16])=[C:7]([C:9]#[C:10][C:11]([OH:14])([CH3:12])[CH3:13])[N:8]=2)[CH2:3][CH2:2]1. Given the reactants [CH:1]1([C:4]2[N:5]([CH2:29][C:30]3[CH:35]=[CH:34][C:33]([C:36]([F:39])([F:38])[F:37])=[CH:32][CH:31]=3)[C:6]([C:15]([NH:17][CH2:18][C:19]3[CH:28]=[CH:27][C:22]([C:23]([O:25]C)=[O:24])=[CH:21][CH:20]=3)=[O:16])=[C:7]([C:9]#[C:10][C:11]([OH:14])([CH3:13])[CH3:12])[N:8]=2)[CH2:3][CH2:2]1.C1COCC1.[OH-].[Na+].Cl, predict the reaction product. (2) Given the reactants Br[C:2]1[CH:7]=[CH:6][C:5]([CH2:8][C:9]([NH:11][C:12]2[CH:17]=[CH:16][C:15]([CH2:18][C:19]([CH3:30])([CH3:29])[CH2:20][O:21][Si:22]([C:25]([CH3:28])([CH3:27])[CH3:26])([CH3:24])[CH3:23])=[C:14]([C:31]([F:34])([F:33])[F:32])[CH:13]=2)=[O:10])=[CH:4][C:3]=1[F:35].[CH2:36]([O:38][C:39]1[C:40]([O:54][CH2:55][C:56]2[CH:61]=[CH:60][C:59]([O:62][CH3:63])=[CH:58][CH:57]=2)=[N:41][CH:42]=[C:43](B2OC(C)(C)C(C)(C)O2)[CH:44]=1)[CH3:37].C([O-])([O-])=O.[Cs+].[Cs+], predict the reaction product. The product is: [Si:22]([O:21][CH2:20][C:19]([CH3:30])([CH3:29])[CH2:18][C:15]1[CH:16]=[CH:17][C:12]([NH:11][C:9](=[O:10])[CH2:8][C:5]2[CH:6]=[CH:7][C:2]([C:43]3[CH:42]=[N:41][C:40]([O:54][CH2:55][C:56]4[CH:57]=[CH:58][C:59]([O:62][CH3:63])=[CH:60][CH:61]=4)=[C:39]([O:38][CH2:36][CH3:37])[CH:44]=3)=[C:3]([F:35])[CH:4]=2)=[CH:13][C:14]=1[C:31]([F:34])([F:33])[F:32])([C:25]([CH3:28])([CH3:27])[CH3:26])([CH3:24])[CH3:23]. (3) Given the reactants [CH:1]([N:4]1[C:8]([C:9]2[N:10]=[C:11]3[C:17]4[CH:18]=[CH:19][C:20]([CH2:22][C:23](O)=[O:24])=[CH:21][C:16]=4[O:15][CH2:14][CH2:13][N:12]3[CH:26]=2)=[N:7][CH:6]=[N:5]1)([CH3:3])[CH3:2].[Cl-].[NH4+].C[N:30](C(ON1N=NC2C=CC=NC1=2)=[N+](C)C)C.F[P-](F)(F)(F)(F)F, predict the reaction product. The product is: [CH:1]([N:4]1[C:8]([C:9]2[N:10]=[C:11]3[C:17]4[CH:18]=[CH:19][C:20]([CH2:22][C:23]([NH2:30])=[O:24])=[CH:21][C:16]=4[O:15][CH2:14][CH2:13][N:12]3[CH:26]=2)=[N:7][CH:6]=[N:5]1)([CH3:2])[CH3:3].